The task is: Predict which catalyst facilitates the given reaction.. This data is from Catalyst prediction with 721,799 reactions and 888 catalyst types from USPTO. (1) Reactant: C([NH:4][C:5]1([C:18]2[CH:23]=[CH:22][C:21]([Cl:24])=[CH:20][CH:19]=2)[CH2:10][CH2:9][N:8](C(OCC)=O)[CH2:7][C:6]1([CH3:17])[CH3:16])(=O)C.[OH-].[Na+].O. Product: [Cl:24][C:21]1[CH:22]=[CH:23][C:18]([C:5]2([NH2:4])[CH2:10][CH2:9][NH:8][CH2:7][C:6]2([CH3:16])[CH3:17])=[CH:19][CH:20]=1. The catalyst class is: 8. (2) Reactant: C([Si]([C:8]#[C:9][C:10]1[CH:11]=[C:12]2[C:16](=[CH:17][CH:18]=1)[NH:15][CH:14]=[CH:13]2)(CC)CC)C.[F-].C([N+](CCCC)(CCCC)CCCC)CCC. Product: [C:9]([C:10]1[CH:11]=[C:12]2[C:16](=[CH:17][CH:18]=1)[NH:15][CH:14]=[CH:13]2)#[CH:8]. The catalyst class is: 1. (3) Reactant: [CH2:1]([N:8]1[C:14](=O)[C:13]2[CH:16]=[CH:17][CH:18]=[C:19]([Br:20])[C:12]=2[O:11][CH2:10][CH2:9]1)[C:2]1[CH:7]=[CH:6][CH:5]=[CH:4][CH:3]=1.B.O1CCCC1.CO.[OH-].[Na+]. Product: [CH2:1]([N:8]1[CH2:14][C:13]2[CH:16]=[CH:17][CH:18]=[C:19]([Br:20])[C:12]=2[O:11][CH2:10][CH2:9]1)[C:2]1[CH:3]=[CH:4][CH:5]=[CH:6][CH:7]=1. The catalyst class is: 7. (4) Reactant: C(Cl)(=O)C([Cl:4])=O.[CH3:7][C:8]1([CH3:16])[C:10]([CH3:12])([CH3:11])[CH:9]1[C:13]([OH:15])=O.[CH3:17][N:18]1[CH:22]=[CH:21][N:20]=[C:19]1[CH3:23].CC(C)=O. Product: [Cl-:4].[CH3:23][C:19]1[N:20]([C:13]([CH:9]2[C:10]([CH3:11])([CH3:12])[C:8]2([CH3:7])[CH3:16])=[O:15])[CH:21]=[CH:22][N+:18]=1[CH3:17]. The catalyst class is: 4. (5) Product: [C:2]1([CH3:19])[CH:3]=[CH:4][C:5]([S:8]([N:11]2[CH2:18][CH2:17][CH2:16][C@H:12]2[C:13]([NH:25][C@H:24]([C:23]([OH:33])=[O:22])[CH2:26][CH:27]2[CH2:32][CH2:31][CH2:30][CH2:29][CH2:28]2)=[O:15])(=[O:9])=[O:10])=[CH:6][CH:7]=1. Reactant: O.[C:2]1([CH3:19])[CH:7]=[CH:6][C:5]([S:8]([N:11]2[CH2:18][CH2:17][CH2:16][C@H:12]2[C:13]([OH:15])=O)(=[O:10])=[O:9])=[CH:4][CH:3]=1.Cl.C[O:22][C:23](=[O:33])[C@H:24]([CH2:26][CH:27]1[CH2:32][CH2:31][CH2:30][CH2:29][CH2:28]1)[NH2:25].[Li+].[OH-]. The catalyst class is: 20. (6) Reactant: [CH3:1][C:2]1[CH:3]=[C:4]([OH:17])[CH:5]=[CH:6][C:7]=1[CH2:8][CH2:9][CH2:10][CH2:11][N:12]1[CH:16]=[CH:15][N:14]=[N:13]1.C(=O)([O-])[O-].[Cs+].[Cs+].Cl[CH2:25][C:26]1[N:27]=[C:28]([CH:31]=[CH:32][C:33]2[CH:38]=[CH:37][C:36]([S:39]([C:42]([F:45])([F:44])[F:43])(=[O:41])=[O:40])=[CH:35][CH:34]=2)[O:29][CH:30]=1.[I-].[K+]. Product: [CH3:1][C:2]1[CH:3]=[C:4]([O:17][CH2:25][C:26]2[N:27]=[C:28]([CH:31]=[CH:32][C:33]3[CH:34]=[CH:35][C:36]([S:39]([C:42]([F:45])([F:43])[F:44])(=[O:41])=[O:40])=[CH:37][CH:38]=3)[O:29][CH:30]=2)[CH:5]=[CH:6][C:7]=1[CH2:8][CH2:9][CH2:10][CH2:11][N:12]1[CH:16]=[CH:15][N:14]=[N:13]1. The catalyst class is: 131. (7) Reactant: [CH3:1][C:2]1([CH3:28])[C:11]2=[CH:12][CH:13]=[CH:14][C:15]3[C:16]([CH3:22])([CH3:21])[C:17]4[CH:18]=[CH:19][CH:20]=[C:7]5[C:8]=4[N:9]([C:10]=32)[C:4]2[C:5](=[CH:25][CH:26]=[CH:27][C:3]1=2)[C:6]5([CH3:24])[CH3:23].[Br:29]N1C(=O)CCC1=O. The catalyst class is: 22. Product: [Br:29][C:19]1[CH:20]=[C:7]2[C:6]([CH3:24])([CH3:23])[C:5]3[CH:25]=[CH:26][CH:27]=[C:3]4[C:2]([CH3:28])([CH3:1])[C:11]5[C:10]6[N:9]([C:4]=34)[C:8]2=[C:17]([C:16]([CH3:21])([CH3:22])[C:15]=6[CH:14]=[CH:13][CH:12]=5)[CH:18]=1. (8) Reactant: [F:1][C:2]1[C:3]([NH:17][C:18]([C:20]2[N:24]([CH3:25])[N:23]=[CH:22][C:21]=2[C:26](O)=[O:27])=[O:19])=[CH:4][C:5]2[N:6]([N:8]=[C:9]([C:11]3[CH:16]=[CH:15][CH:14]=[CH:13][CH:12]=3)[N:10]=2)[CH:7]=1.[NH:29]1[CH2:34][CH2:33][O:32][CH2:31][CH2:30]1.CCCP(=O)=O.C(N(C(C)C)CC)(C)C. Product: [F:1][C:2]1[C:3]([NH:17][C:18]([C:20]2[N:24]([CH3:25])[N:23]=[CH:22][C:21]=2[C:26]([N:29]2[CH2:34][CH2:33][O:32][CH2:31][CH2:30]2)=[O:27])=[O:19])=[CH:4][C:5]2[N:6]([N:8]=[C:9]([C:11]3[CH:16]=[CH:15][CH:14]=[CH:13][CH:12]=3)[N:10]=2)[CH:7]=1. The catalyst class is: 7. (9) The catalyst class is: 12. Reactant: [F:1][C:2]([F:21])([F:20])[C:3]1[N:4]=[C:5]([C:8]2([CH2:11][NH:12]C(=O)OC(C)(C)C)[CH2:10][CH2:9]2)[S:6][CH:7]=1.[ClH:22]. Product: [ClH:22].[F:21][C:2]([F:1])([F:20])[C:3]1[N:4]=[C:5]([C:8]2([CH2:11][NH2:12])[CH2:9][CH2:10]2)[S:6][CH:7]=1. (10) Reactant: [C:1]([O:5][C:6]([NH:8][C@@H:9]1[CH2:14][CH2:13][CH2:12][N:11]([C:15]2[C:29]([CH2:30][C:31]3[CH:36]=[C:35]([F:37])[CH:34]=[CH:33][C:32]=3[Cl:38])=[C:18]3[C:19](=[O:28])[NH:20][C:21]([C:23]([O:25]CC)=[O:24])=[CH:22][N:17]3[N:16]=2)[CH2:10]1)=[O:7])([CH3:4])([CH3:3])[CH3:2].[OH-].[Na+].[Cl-].[NH4+]. Product: [C:1]([O:5][C:6]([NH:8][C@@H:9]1[CH2:14][CH2:13][CH2:12][N:11]([C:15]2[C:29]([CH2:30][C:31]3[CH:36]=[C:35]([F:37])[CH:34]=[CH:33][C:32]=3[Cl:38])=[C:18]3[C:19](=[O:28])[NH:20][C:21]([C:23]([OH:25])=[O:24])=[CH:22][N:17]3[N:16]=2)[CH2:10]1)=[O:7])([CH3:4])([CH3:2])[CH3:3]. The catalyst class is: 8.